Dataset: Forward reaction prediction with 1.9M reactions from USPTO patents (1976-2016). Task: Predict the product of the given reaction. (1) Given the reactants [C:1]([O-])([O-])=[O:2].[K+].[K+].FC1C=CC=CC=1CBr.[CH3:16][O:17][C:18]1[C:23](C)=[CH:22][C:21]([N:25]2[C:30](=[O:31])[N:29]([CH2:32][C:33]3[C:38]([F:39])=[CH:37][C:36](F)=[CH:35][C:34]=3F)[C:28]3[CH:42]=[CH:43][CH:44]=[CH:45][C:27]=3[S:26]2(=[O:47])=[O:46])=[CH:20][C:19]=1C, predict the reaction product. The product is: [CH3:1][O:2][C:19]1[CH:20]=[C:21]([N:25]2[C:30](=[O:31])[N:29]([CH2:32][C:33]3[CH:34]=[CH:35][CH:36]=[CH:37][C:38]=3[F:39])[C:28]3[CH:42]=[CH:43][CH:44]=[CH:45][C:27]=3[S:26]2(=[O:46])=[O:47])[CH:22]=[CH:23][C:18]=1[O:17][CH3:16]. (2) Given the reactants [CH3:1][NH:2][C:3](=[O:13])[C:4]1[CH:9]=[CH:8][N:7]=[CH:6][C:5]=1[N+:10]([O-])=O.[H][H], predict the reaction product. The product is: [NH2:10][C:5]1[CH:6]=[N:7][CH:8]=[CH:9][C:4]=1[C:3]([NH:2][CH3:1])=[O:13]. (3) Given the reactants [CH2:1]([O:3][C:4](=[O:25])[CH2:5][C:6]1[CH:11]=[CH:10][CH:9]=[C:8]([O:12][C:13]2[CH:18]=[CH:17][C:16]([C:19]([F:22])([F:21])[F:20])=[CH:15][C:14]=2[CH2:23][OH:24])[CH:7]=1)[CH3:2].C(N(CC)CC)C.[CH3:33][S:34](Cl)(=[O:36])=[O:35], predict the reaction product. The product is: [CH2:1]([O:3][C:4](=[O:25])[CH2:5][C:6]1[CH:11]=[CH:10][CH:9]=[C:8]([O:12][C:13]2[CH:18]=[CH:17][C:16]([C:19]([F:20])([F:21])[F:22])=[CH:15][C:14]=2[CH2:23][O:24][S:34]([CH3:33])(=[O:36])=[O:35])[CH:7]=1)[CH3:2]. (4) Given the reactants [CH3:1][N:2]1[C:6]([C:7]2[CH:12]=[CH:11][N:10]=[CH:9][CH:8]=2)=[C:5]([C:13]2[CH:18]=[CH:17][CH:16]=[CH:15][CH:14]=2)[N:4]=[CH:3]1.C([Li])CCC.CN([CH:27]=[O:28])C, predict the reaction product. The product is: [CH:27]([C:3]1[N:2]([CH3:1])[C:6]([C:7]2[CH:12]=[CH:11][N:10]=[CH:9][CH:8]=2)=[C:5]([C:13]2[CH:14]=[CH:15][CH:16]=[CH:17][CH:18]=2)[N:4]=1)=[O:28]. (5) Given the reactants [Cl:1][C:2]([F:17])([F:16])[C:3]([NH:5][C:6]1[CH:7]=[N:8][C:9]([C:12](=[N:14][OH:15])[NH2:13])=[CH:10][CH:11]=1)=[O:4].[F:18][C:19]([F:30])([F:29])[C:20](O[C:20](=O)[C:19]([F:30])([F:29])[F:18])=O, predict the reaction product. The product is: [Cl:1][C:2]([F:16])([F:17])[C:3]([NH:5][C:6]1[CH:7]=[N:8][C:9]([C:12]2[N:13]=[C:20]([C:19]([F:30])([F:29])[F:18])[O:15][N:14]=2)=[CH:10][CH:11]=1)=[O:4]. (6) Given the reactants Cl[C:2]1[CH:23]=[CH:22][C:5]([C:6]([NH:8][C:9]2[CH:14]=[CH:13][C:12]([Cl:15])=[C:11]([C:16]3[CH:21]=[CH:20][CH:19]=[CH:18][N:17]=3)[CH:10]=2)=[O:7])=[C:4]([CH3:24])[N:3]=1.[CH3:25][S:26]([N:29]1[CH2:34][CH2:33][NH:32][CH2:31][CH2:30]1)(=[O:28])=[O:27], predict the reaction product. The product is: [Cl:15][C:12]1[CH:13]=[CH:14][C:9]([NH:8][C:6](=[O:7])[C:5]2[CH:22]=[CH:23][C:2]([N:32]3[CH2:33][CH2:34][N:29]([S:26]([CH3:25])(=[O:28])=[O:27])[CH2:30][CH2:31]3)=[N:3][C:4]=2[CH3:24])=[CH:10][C:11]=1[C:16]1[CH:21]=[CH:20][CH:19]=[CH:18][N:17]=1. (7) Given the reactants [CH2:1]([O:8][C@@H:9]1[C@@H:16]([O:17][CH2:18][C:19]2[CH:24]=[CH:23][CH:22]=[CH:21][CH:20]=2)[C@H:15]([CH2:25][O:26][CH2:27][C:28]2[CH:33]=[CH:32][CH:31]=[CH:30][CH:29]=2)[O:14][C@@H:11]([O:12][CH3:13])[C@@H:10]1OS(C(F)(F)F)(=O)=O)[C:2]1[CH:7]=[CH:6][CH:5]=[CH:4][CH:3]=1.[N-:42]=[N+:43]=[N-:44].C([N+](CCCC)(CCCC)CCCC)CCC, predict the reaction product. The product is: [N:42]([C@H:10]1[C@H:9]([O:8][CH2:1][C:2]2[CH:7]=[CH:6][CH:5]=[CH:4][CH:3]=2)[C@@H:16]([O:17][CH2:18][C:19]2[CH:24]=[CH:23][CH:22]=[CH:21][CH:20]=2)[C@H:15]([CH2:25][O:26][CH2:27][C:28]2[CH:33]=[CH:32][CH:31]=[CH:30][CH:29]=2)[O:14][C@H:11]1[O:12][CH3:13])=[N+:43]=[N-:44].